Task: Regression/Classification. Given a drug SMILES string, predict its absorption, distribution, metabolism, or excretion properties. Task type varies by dataset: regression for continuous measurements (e.g., permeability, clearance, half-life) or binary classification for categorical outcomes (e.g., BBB penetration, CYP inhibition). Dataset: cyp2c9_veith.. Dataset: CYP2C9 inhibition data for predicting drug metabolism from PubChem BioAssay The compound is COC(=O)[C@@]1(Cc2ccccc2)[C@H]2c3cc(C(=O)N4CCCC4)n(Cc4ccc(C)o4)c3C[C@H]2CN1C(=O)c1ccccc1. The result is 1 (inhibitor).